This data is from Reaction yield outcomes from USPTO patents with 853,638 reactions. The task is: Predict the reaction yield, written as a fraction of the theoretical maximum amount of product (1.0 means a 100% yield; for example, 0.34 means a 34% yield). (1) No catalyst specified. The product is [F:22][C:23]1[CH:28]=[CH:27][C:26]([C:29]([F:32])([F:31])[F:30])=[CH:25][C:24]=1[NH:33][C:34]([NH:1][C:2]1[CH:19]=[CH:18][C:5]([O:6][C:7]2[C:16]3[NH:15][C:14](=[O:17])[CH:13]=[N:12][C:11]=3[N:10]=[CH:9][CH:8]=2)=[CH:4][C:3]=1[S:20][CH3:21])=[O:35]. The reactants are [NH2:1][C:2]1[CH:19]=[CH:18][C:5]([O:6][C:7]2[C:16]3[NH:15][C:14](=[O:17])[CH:13]=[N:12][C:11]=3[N:10]=[CH:9][CH:8]=2)=[CH:4][C:3]=1[S:20][CH3:21].[F:22][C:23]1[CH:28]=[CH:27][C:26]([C:29]([F:32])([F:31])[F:30])=[CH:25][C:24]=1[N:33]=[C:34]=[O:35]. The yield is 0.730. (2) The reactants are [C:1]1([CH3:26])[CH:6]=[CH:5][C:4]([N:7]2[C:11]([NH:12][C:13](=[O:21])OC3C=CC=CC=3)=[CH:10][C:9]([C:22]([F:25])([F:24])[F:23])=[N:8]2)=[CH:3][CH:2]=1.[CH3:27][O:28][C:29]1[CH:30]=[C:31]2[C:36](=[CH:37][C:38]=1[O:39][CH3:40])[N:35]=[CH:34][N:33]=[C:32]2[O:41][C:42]1[CH:43]=[C:44]([CH:46]=[CH:47][CH:48]=1)[NH2:45]. The catalyst is CN(C)C1C=CN=CC=1.C1COCC1. The product is [CH3:27][O:28][C:29]1[CH:30]=[C:31]2[C:36](=[CH:37][C:38]=1[O:39][CH3:40])[N:35]=[CH:34][N:33]=[C:32]2[O:41][C:42]1[CH:43]=[C:44]([NH:45][C:13]([NH:12][C:11]2[N:7]([C:4]3[CH:3]=[CH:2][C:1]([CH3:26])=[CH:6][CH:5]=3)[N:8]=[C:9]([C:22]([F:23])([F:25])[F:24])[CH:10]=2)=[O:21])[CH:46]=[CH:47][CH:48]=1. The yield is 0.590. (3) The reactants are [NH2:1][CH:2]1[CH2:16][CH:5]2[CH2:6][N:7]([C:9]([O:11][C:12]([CH3:15])([CH3:14])[CH3:13])=[O:10])[CH2:8][CH:4]2[CH2:3]1.[N-:17]=[N+:18]=[N-:19].[Na+].[C:21](O)(=O)C. No catalyst specified. The product is [N:1]1([CH:2]2[CH2:16][CH:5]3[CH2:6][N:7]([C:9]([O:11][C:12]([CH3:13])([CH3:15])[CH3:14])=[O:10])[CH2:8][CH:4]3[CH2:3]2)[CH:21]=[N:19][N:18]=[N:17]1. The yield is 0.550. (4) The reactants are [F:1][C:2]1[CH:3]=[C:4]([CH:34]=[C:35]([F:37])[CH:36]=1)[CH2:5][C:6]1[CH:7]=[C:8]2[C:12](=[CH:13][CH:14]=1)[NH:11][N:10]=[C:9]2[NH:15][C:16](=[O:33])[C:17]1[CH:22]=[CH:21][C:20]([N:23]2[CH2:28][CH2:27][N:26]([CH3:29])[CH2:25][CH2:24]2)=[CH:19][C:18]=1[N+:30]([O-])=O.C1CCCCC=1. The catalyst is [Pd].O1CCOCC1. The product is [NH2:30][C:18]1[CH:19]=[C:20]([N:23]2[CH2:24][CH2:25][N:26]([CH3:29])[CH2:27][CH2:28]2)[CH:21]=[CH:22][C:17]=1[C:16]([NH:15][C:9]1[C:8]2[C:12](=[CH:13][CH:14]=[C:6]([CH2:5][C:4]3[CH:34]=[C:35]([F:37])[CH:36]=[C:2]([F:1])[CH:3]=3)[CH:7]=2)[NH:11][N:10]=1)=[O:33]. The yield is 0.830. (5) The reactants are Br[CH:2]([CH:7](Br)[C:8]1[CH:9]=[C:10]2[C:15](=[CH:16][CH:17]=1)[N:14]=[CH:13][CH:12]=[C:11]2[C:18]1[CH:23]=[CH:22][N:21]=[CH:20][CH:19]=1)[C:3]([O:5][CH3:6])=[O:4].[OH-].[K+].[CH2:27](O)C. No catalyst specified. The product is [N:21]1[CH:22]=[CH:23][C:18]([C:11]2[C:10]3[C:15](=[CH:16][CH:17]=[C:8]([C:7]#[C:2][C:3]([O:5][CH2:6][CH3:27])=[O:4])[CH:9]=3)[N:14]=[CH:13][CH:12]=2)=[CH:19][CH:20]=1. The yield is 0.600. (6) The reactants are [CH3:1][C:2]1[C:6]([CH2:7][N:8]2[CH:12]=[C:11]([N:13]3[C:17](=[O:18])[CH2:16][NH:15][C:14]3=[O:19])[CH:10]=[N:9]2)=[C:5]([CH3:20])[O:4][N:3]=1.Br[CH2:22][C:23]1[CH:28]=[CH:27][CH:26]=[C:25]([F:29])[CH:24]=1. No catalyst specified. The product is [CH3:1][C:2]1[C:6]([CH2:7][N:8]2[CH:12]=[C:11]([N:13]3[C:17](=[O:18])[CH2:16][N:15]([CH2:22][C:23]4[CH:28]=[CH:27][CH:26]=[C:25]([F:29])[CH:24]=4)[C:14]3=[O:19])[CH:10]=[N:9]2)=[C:5]([CH3:20])[O:4][N:3]=1. The yield is 0.270. (7) The reactants are COC1C=CC(C([NH:20][C:21]2[N:29]=[CH:28][N:27]=[C:26]3[C:22]=2[N:23]=[CH:24][N:25]3[C@H:30]2[O:35][C@@H:34]([CH2:36][O:37]C(C3C=CC=CC=3)(C3C=CC=CC=3)C3C=CC(OC)=CC=3)[C@H:32]([OH:33])[CH2:31]2)(C2C=CC=CC=2)C2C=CC=CC=2)=CC=1. The catalyst is C(O)(=O)C. The product is [CH2:31]1[C@@H:30]([N:25]2[C:26]3[N:27]=[CH:28][N:29]=[C:21]([NH2:20])[C:22]=3[N:23]=[CH:24]2)[O:35][C@@H:34]([CH2:36][OH:37])[C@@H:32]1[OH:33]. The yield is 0.830.